Task: Predict the product of the given reaction.. Dataset: Forward reaction prediction with 1.9M reactions from USPTO patents (1976-2016) Given the reactants Br[C:2]1[N:7]=[C:6]([C:8]2[N:12]3[CH:13]=[CH:14][CH:15]=[C:16]([C:17]([F:20])([F:19])[F:18])[C:11]3=[N:10][C:9]=2[CH:21]([CH3:23])[CH3:22])[CH:5]=[CH:4][CH:3]=1.[CH3:24][S:25]([C:28]1[CH:29]=[C:30]([OH:34])[CH:31]=[CH:32][CH:33]=1)(=[O:27])=[O:26], predict the reaction product. The product is: [CH:21]([C:9]1[N:10]=[C:11]2[C:16]([C:17]([F:20])([F:19])[F:18])=[CH:15][CH:14]=[CH:13][N:12]2[C:8]=1[C:6]1[CH:5]=[CH:4][CH:3]=[C:2]([O:34][C:30]2[CH:31]=[CH:32][CH:33]=[C:28]([S:25]([CH3:24])(=[O:27])=[O:26])[CH:29]=2)[N:7]=1)([CH3:23])[CH3:22].